From a dataset of Forward reaction prediction with 1.9M reactions from USPTO patents (1976-2016). Predict the product of the given reaction. (1) Given the reactants C([O:4][C@@H:5]1[C@@H:27]([O:28]C(=O)C)[C@H:26]([O:32]C(=O)C)[C@@H:25]([CH2:36][O:37]C(=O)C)[O:24][C@H:6]1[O:7][C:8]1[CH:13]=[CH:12][CH:11]=[CH:10][C:9]=1[CH2:14][C:15]1[CH:20]=[CH:19][C:18]([C:21](=[O:23])[NH2:22])=[CH:17][CH:16]=1)(=O)C.C[O-].[Na+], predict the reaction product. The product is: [O:7]([C:8]1[CH:13]=[CH:12][CH:11]=[CH:10][C:9]=1[CH2:14][C:15]1[CH:20]=[CH:19][C:18]([C:21](=[O:23])[NH2:22])=[CH:17][CH:16]=1)[C@@H:6]1[O:24][C@H:25]([CH2:36][OH:37])[C@@H:26]([OH:32])[C@H:27]([OH:28])[C@H:5]1[OH:4]. (2) Given the reactants [Br:1][C:2]1[CH:3]=[CH:4][C:5]2[C:6](=[C:18]3[CH2:23][CH2:22][N:21]([C:24](=[O:29])[C:25]([F:28])([F:27])[F:26])[CH2:20][CH2:19]3)[C:7]3[C:12]([O:13][C:14]=2[CH:15]=1)=[C:11]([O:16][CH3:17])[CH:10]=[CH:9][CH:8]=3.C(N(CC)C(C1C=CC2C(=C3CCNCC3)C3C(OC=2C=1)=CC=CC=3)=O)C.C(N(CC)C(C1C=CC2C(C3CCNCC3)C3C(OC=2C=1)=CC=CC=3)=O)C, predict the reaction product. The product is: [Br:1][C:2]1[CH:3]=[CH:4][C:5]2[CH:6]([CH:18]3[CH2:23][CH2:22][N:21]([C:24](=[O:29])[C:25]([F:26])([F:27])[F:28])[CH2:20][CH2:19]3)[C:7]3[C:12]([O:13][C:14]=2[CH:15]=1)=[C:11]([O:16][CH3:17])[CH:10]=[CH:9][CH:8]=3. (3) Given the reactants [C:1]([O:5][C:6]([NH:8][C@@H:9]([CH2:13][C:14]1[CH:19]=[CH:18][C:17]([I:20])=[CH:16][CH:15]=1)[C:10]([OH:12])=[O:11])=[O:7])([CH3:4])([CH3:3])[CH3:2].[CH2:21]1CN([P+](ON2N=NC3C=CC=CC2=3)(N2CCCC2)N2CCCC2)C[CH2:22]1.F[P-](F)(F)(F)(F)F, predict the reaction product. The product is: [CH2:21]([O:11][C:10](=[O:12])[C@@H:9]([NH:8][C:6]([O:5][C:1]([CH3:4])([CH3:2])[CH3:3])=[O:7])[CH2:13][C:14]1[CH:19]=[CH:18][C:17]([I:20])=[CH:16][CH:15]=1)[CH3:22]. (4) Given the reactants [OH-].[Na+].[C:3]([N:10]1[CH2:15][CH2:14][O:13][C@H:12]([CH2:16][C:17]2[CH:22]=[C:21]([Br:23])[CH:20]=[CH:19][C:18]=2[OH:24])[CH2:11]1)([O:5][C:6]([CH3:9])([CH3:8])[CH3:7])=[O:4].C(N1CCO[C@H](CC2C=CC=C(C=CC3C=NC=CC=3)C=2)C1)(OC(C)(C)C)=O.Cl[CH:54]([F:56])[F:55], predict the reaction product. The product is: [C:3]([N:10]1[CH2:15][CH2:14][O:13][C@H:12]([CH2:16][C:17]2[CH:22]=[C:21]([Br:23])[CH:20]=[CH:19][C:18]=2[O:24][CH:54]([F:56])[F:55])[CH2:11]1)([O:5][C:6]([CH3:8])([CH3:9])[CH3:7])=[O:4]. (5) Given the reactants FC(F)(F)C(O)=O.[OH:8][C:9]([C:12]1[O:16][N:15]=[C:14]([C:17]2[S:18][CH:19]=[C:20]([C:22]([O:24]C(C)(C)C)=[O:23])[N:21]=2)[N:13]=1)([CH3:11])[CH3:10], predict the reaction product. The product is: [OH:8][C:9]([C:12]1[O:16][N:15]=[C:14]([C:17]2[S:18][CH:19]=[C:20]([C:22]([OH:24])=[O:23])[N:21]=2)[N:13]=1)([CH3:11])[CH3:10]. (6) Given the reactants [CH3:1][O:2][C:3]([C:5]1[CH:6]=[C:7]2[C:11](=[CH:12][CH:13]=1)[NH:10][CH:9]=[CH:8]2)=[O:4].[CH3:14]I, predict the reaction product. The product is: [CH3:1][O:2][C:3]([C:5]1[CH:6]=[C:7]2[C:11](=[CH:12][CH:13]=1)[N:10]([CH3:14])[CH:9]=[CH:8]2)=[O:4].